This data is from TCR-epitope binding with 47,182 pairs between 192 epitopes and 23,139 TCRs. The task is: Binary Classification. Given a T-cell receptor sequence (or CDR3 region) and an epitope sequence, predict whether binding occurs between them. The epitope is FPPTSFGPL. The TCR CDR3 sequence is CASSQGDGYEQYF. Result: 1 (the TCR binds to the epitope).